Dataset: Full USPTO retrosynthesis dataset with 1.9M reactions from patents (1976-2016). Task: Predict the reactants needed to synthesize the given product. (1) Given the product [CH3:24][O:23][C:21]([C:20]1[N:18]=[CH:19][O:17][C:14]=1[C:38]1[CH:33]=[CH:34][CH:35]=[C:36]([C:4]([O:5][C:42]([CH3:48])([CH3:47])[CH3:43])=[O:7])[CH:37]=1)=[O:22], predict the reactants needed to synthesize it. The reactants are: N#N.O.[C:4](=[O:7])([O-])[O-:5].[K+].O.O.[K+].[K+].[K+].[C:14](=[O:17])([O-])[O-].[N+:18]([CH2:20][C:21]([O:23][CH3:24])=[O:22])#[C-:19].[CH:33]1[CH:38]=[CH:37][C:36](P(N=[N+]=[N-])([C:33]2[CH:34]=[CH:35][CH:36]=[CH:37][CH:38]=2)=O)=[CH:35][CH:34]=1.[C:42]1([CH3:48])[CH:47]=CC=C[CH:43]=1. (2) Given the product [NH2:6][C:48]([C:46]1[N:45]([CH3:51])[C:44](=[O:52])[C:43]2[N:42]([N:41]=[C:40]([N:36]3[CH2:37][CH2:38][CH2:39][C@@H:34]([NH:33][C:31](=[O:32])[O:30][C:26]([CH3:27])([CH3:28])[CH3:29])[CH2:35]3)[C:53]=2[CH2:54][C:55]2[CH:60]=[CH:59][CH:58]=[CH:57][C:56]=2[Cl:61])[CH:47]=1)=[O:50], predict the reactants needed to synthesize it. The reactants are: [Cl-].[NH4+].Cl.C([N:6]=C=NCCCN(C)C)C.O.ON1C2C=CC=CC=2N=N1.[C:26]([O:30][C:31]([NH:33][C@@H:34]1[CH2:39][CH2:38][CH2:37][N:36]([C:40]2[C:53]([CH2:54][C:55]3[CH:60]=[CH:59][CH:58]=[CH:57][C:56]=3[Cl:61])=[C:43]3[C:44](=[O:52])[N:45]([CH3:51])[C:46]([C:48]([OH:50])=O)=[CH:47][N:42]3[N:41]=2)[CH2:35]1)=[O:32])([CH3:29])([CH3:28])[CH3:27].C(=O)([O-])O.[Na+].